From a dataset of Peptide-MHC class I binding affinity with 185,985 pairs from IEDB/IMGT. Regression. Given a peptide amino acid sequence and an MHC pseudo amino acid sequence, predict their binding affinity value. This is MHC class I binding data. (1) The binding affinity (normalized) is 0.369. The peptide sequence is KRWAFRTGV. The MHC is HLA-A02:06 with pseudo-sequence HLA-A02:06. (2) The peptide sequence is IVPFWITAIY. The MHC is HLA-A31:01 with pseudo-sequence HLA-A31:01. The binding affinity (normalized) is 0.336. (3) The peptide sequence is FDLASWIKYI. The MHC is Mamu-A11 with pseudo-sequence Mamu-A11. The binding affinity (normalized) is 0.593. (4) The peptide sequence is LLGLWGTAAL. The MHC is HLA-A02:02 with pseudo-sequence HLA-A02:02. The binding affinity (normalized) is 0.939. (5) The peptide sequence is MTAASYARY. The MHC is SLA-10401 with pseudo-sequence SLA-10401. The binding affinity (normalized) is 0.761.